This data is from NCI-60 drug combinations with 297,098 pairs across 59 cell lines. The task is: Regression. Given two drug SMILES strings and cell line genomic features, predict the synergy score measuring deviation from expected non-interaction effect. (1) Drug 1: CNC(=O)C1=CC=CC=C1SC2=CC3=C(C=C2)C(=NN3)C=CC4=CC=CC=N4. Drug 2: C1C(C(OC1N2C=NC(=NC2=O)N)CO)O. Cell line: NCI-H322M. Synergy scores: CSS=7.74, Synergy_ZIP=3.33, Synergy_Bliss=0.0697, Synergy_Loewe=-2.91, Synergy_HSA=-0.433. (2) Drug 1: CS(=O)(=O)C1=CC(=C(C=C1)C(=O)NC2=CC(=C(C=C2)Cl)C3=CC=CC=N3)Cl. Drug 2: CC1C(C(=O)NC(C(=O)N2CCCC2C(=O)N(CC(=O)N(C(C(=O)O1)C(C)C)C)C)C(C)C)NC(=O)C3=C4C(=C(C=C3)C)OC5=C(C(=O)C(=C(C5=N4)C(=O)NC6C(OC(=O)C(N(C(=O)CN(C(=O)C7CCCN7C(=O)C(NC6=O)C(C)C)C)C)C(C)C)C)N)C. Cell line: U251. Synergy scores: CSS=44.6, Synergy_ZIP=14.2, Synergy_Bliss=21.6, Synergy_Loewe=22.2, Synergy_HSA=21.7. (3) Drug 1: CC(C1=C(C=CC(=C1Cl)F)Cl)OC2=C(N=CC(=C2)C3=CN(N=C3)C4CCNCC4)N. Drug 2: C1=C(C(=O)NC(=O)N1)N(CCCl)CCCl. Cell line: RPMI-8226. Synergy scores: CSS=37.8, Synergy_ZIP=10.9, Synergy_Bliss=12.1, Synergy_Loewe=5.19, Synergy_HSA=7.40.